Regression. Given a peptide amino acid sequence and an MHC pseudo amino acid sequence, predict their binding affinity value. This is MHC class II binding data. From a dataset of Peptide-MHC class II binding affinity with 134,281 pairs from IEDB. (1) The peptide sequence is GELQIVDKIDAAFKW. The MHC is DRB1_1101 with pseudo-sequence DRB1_1101. The binding affinity (normalized) is 0.468. (2) The peptide sequence is NQFGSVPAVTISCMT. The MHC is H-2-IAb with pseudo-sequence H-2-IAb. The binding affinity (normalized) is 0.427.